From a dataset of Reaction yield outcomes from USPTO patents with 853,638 reactions. Predict the reaction yield, written as a fraction of the theoretical maximum amount of product (1.0 means a 100% yield; for example, 0.34 means a 34% yield). (1) The reactants are C([Li])CCC.CC1(C)CCCC(C)(C)N1.[Br:16][C:17]1[C:18]([Cl:25])=[CH:19][C:20]([O:23][CH3:24])=[N:21][CH:22]=1.BrC1C(Cl)=C([Li])C(OC)=NC=1.[CH3:37][O:38][C:39]1[C:46]([O:47][CH3:48])=[C:45]([O:49][CH3:50])[CH:44]=[C:43]([CH3:51])[C:40]=1[CH:41]=[O:42].[Cl-].[NH4+]. The catalyst is O1CCCC1.O. The product is [CH3:37][O:38][C:39]1[C:46]([O:47][CH3:48])=[C:45]([O:49][CH3:50])[CH:44]=[C:43]([CH3:51])[C:40]=1[CH:41]([C:19]1[C:20]([O:23][CH3:24])=[N:21][CH:22]=[C:17]([Br:16])[C:18]=1[Cl:25])[OH:42]. The yield is 0.560. (2) The reactants are [CH3:1][O:2][C:3]1[CH:11]=[C:7]([C:8]([OH:10])=[O:9])[C:6]([NH2:12])=[CH:5][CH:4]=1.[C:13](OC(=O)C)(=O)[CH3:14]. No catalyst specified. The product is [CH3:13][C:14]1[O:9][C:8](=[O:10])[C:7]2[CH:11]=[C:3]([O:2][CH3:1])[CH:4]=[CH:5][C:6]=2[N:12]=1. The yield is 0.710. (3) The reactants are [Br:1][C:2]1[CH:10]=[CH:9][CH:8]=[C:7]2[C:3]=1[CH2:4][CH2:5][NH:6]2.[F:11][C:12]1[CH:19]=[CH:18][C:15]([CH2:16]Br)=[CH:14][CH:13]=1.[H-].[Na+].O. The catalyst is CN(C=O)C.CCOC(C)=O. The product is [Br:1][C:2]1[CH:10]=[CH:9][CH:8]=[C:7]2[C:3]=1[CH2:4][CH2:5][N:6]2[CH2:16][C:15]1[CH:18]=[CH:19][C:12]([F:11])=[CH:13][CH:14]=1. The yield is 0.920. (4) The product is [Cl:43][C:40]1[CH:41]=[CH:42][C:37]([CH2:36][O:35][C:32]2[CH:33]=[CH:34][N:29]([C:26]3[CH:25]=[CH:24][C:23]([O:22][CH2:21][CH2:20][N:17]4[CH2:18][CH2:19][C@H:15]([OH:14])[CH2:16]4)=[CH:28][CH:27]=3)[C:30](=[O:44])[CH:31]=2)=[N:38][CH:39]=1. The catalyst is C(Cl)(Cl)Cl. The yield is 0.950. The reactants are Cl.C1COCC1.[Si]([O:14][C@H:15]1[CH2:19][CH2:18][N:17]([CH2:20][CH2:21][O:22][C:23]2[CH:28]=[CH:27][C:26]([N:29]3[CH:34]=[CH:33][C:32]([O:35][CH2:36][C:37]4[CH:42]=[CH:41][C:40]([Cl:43])=[CH:39][N:38]=4)=[CH:31][C:30]3=[O:44])=[CH:25][CH:24]=2)[CH2:16]1)(C(C)(C)C)(C)C.[OH-].[Na+]. (5) The reactants are Br[C:2]1[CH:3]=[C:4]([NH:10][C:11]2[CH:21]=[C:14]3[CH2:15][N:16]([CH2:19][CH3:20])[CH2:17][CH2:18][N:13]3[N:12]=2)[C:5](=[O:9])[N:6]([CH3:8])[CH:7]=1.[C:22]([O:25][CH2:26][C:27]1[C:32]([N:33]2[CH2:44][CH2:43][N:42]3[C:35](=[CH:36][C:37]4[CH2:38][C:39]([CH3:46])([CH3:45])[CH2:40][C:41]=43)[C:34]2=[O:47])=[CH:31][C:30]([F:48])=[CH:29][C:28]=1B1OC(C)(C)C(C)(C)O1)(=[O:24])[CH3:23].COCCOC.C(=O)([O-])[O-].[Na+].[Na+]. The catalyst is C1C=CC([P]([Pd]([P](C2C=CC=CC=2)(C2C=CC=CC=2)C2C=CC=CC=2)([P](C2C=CC=CC=2)(C2C=CC=CC=2)C2C=CC=CC=2)[P](C2C=CC=CC=2)(C2C=CC=CC=2)C2C=CC=CC=2)(C2C=CC=CC=2)C2C=CC=CC=2)=CC=1.CO.C(OCC)C.O.C(OCC)(=O)C. The product is [CH2:19]([N:16]1[CH2:17][CH2:18][N:13]2[N:12]=[C:11]([NH:10][C:4]3[C:5](=[O:9])[N:6]([CH3:8])[CH:7]=[C:2]([C:28]4[C:27]([CH2:26][O:25][C:22](=[O:24])[CH3:23])=[C:32]([N:33]5[CH2:44][CH2:43][N:42]6[C:35](=[CH:36][C:37]7[CH2:38][C:39]([CH3:45])([CH3:46])[CH2:40][C:41]=76)[C:34]5=[O:47])[CH:31]=[C:30]([F:48])[CH:29]=4)[CH:3]=3)[CH:21]=[C:14]2[CH2:15]1)[CH3:20]. The yield is 0.350.